Predict the reaction yield, written as a fraction of the theoretical maximum amount of product (1.0 means a 100% yield; for example, 0.34 means a 34% yield). From a dataset of Reaction yield outcomes from USPTO patents with 853,638 reactions. The reactants are [CH3:1][C:2]1[CH:10]=[C:9]2[C:5]([CH:6]=[CH:7][NH:8]2)=[CH:4][N:3]=1.CN(C=O)C.[CH:16]1(Br)[CH2:19][CH2:18][CH2:17]1.C(=O)([O-])[O-].[Cs+].[Cs+]. The catalyst is O. The product is [CH:16]1([N:8]2[C:9]3[C:5](=[CH:4][N:3]=[C:2]([CH3:1])[CH:10]=3)[CH:6]=[CH:7]2)[CH2:19][CH2:18][CH2:17]1. The yield is 0.590.